Dataset: Forward reaction prediction with 1.9M reactions from USPTO patents (1976-2016). Task: Predict the product of the given reaction. (1) Given the reactants [CH3:1][O:2][C:3]1[CH:12]=[C:11]2[C:6]([C:7]([C:20]3[CH:25]=[CH:24][C:23]([O:26][CH3:27])=[CH:22][CH:21]=3)=[N:8][N:9]=[C:10]2[NH:13][CH:14]2[CH2:19][CH2:18][NH:17][CH2:16][CH2:15]2)=[CH:5][CH:4]=1.[Cl:28][CH2:29][C:30]1[CH:46]=[CH:45][C:33]([C:34]([NH:36][CH2:37][CH2:38][N:39]2[CH2:44][CH2:43][CH2:42][CH2:41][CH2:40]2)=[O:35])=[CH:32][CH:31]=1.C(=O)([O-])[O-].[K+].[K+].O, predict the reaction product. The product is: [ClH:28].[ClH:28].[ClH:28].[CH3:1][O:2][C:3]1[CH:12]=[C:11]2[C:6]([C:7]([C:20]3[CH:25]=[CH:24][C:23]([O:26][CH3:27])=[CH:22][CH:21]=3)=[N:8][N:9]=[C:10]2[NH:13][CH:14]2[CH2:15][CH2:16][N:17]([CH2:29][C:30]3[CH:31]=[CH:32][C:33]([C:34]([NH:36][CH2:37][CH2:38][N:39]4[CH2:44][CH2:43][CH2:42][CH2:41][CH2:40]4)=[O:35])=[CH:45][CH:46]=3)[CH2:18][CH2:19]2)=[CH:5][CH:4]=1. (2) Given the reactants [Cl:1][C:2]1[CH:3]=[C:4]([O:13][CH3:14])[C:5]([S:10][CH2:11][CH3:12])=[C:6]([CH:9]=1)[CH:7]=O.[CH3:15][O:16][N:17]=CC1C=C(Br)C=CC=1SCC, predict the reaction product. The product is: [Cl:1][C:2]1[CH:3]=[C:4]([O:13][CH3:14])[C:5]([S:10][CH2:11][CH3:12])=[C:6](/[CH:7]=[N:17]/[O:16][CH3:15])[CH:9]=1. (3) Given the reactants [F:1][C:2]([F:36])([F:35])[C:3]1[CH:4]=[C:5]([C:13]([CH3:34])([CH3:33])[C:14]([N:16]([C:18]2[CH:19]=[N:20][C:21](Cl)=[CH:22][C:23]=2[C:24]2[CH:29]=[CH:28][C:27]([F:30])=[CH:26][C:25]=2[CH3:31])[CH3:17])=[O:15])[CH:6]=[C:7]([C:9]([F:12])([F:11])[F:10])[CH:8]=1.[CH2:37]1[CH2:43][NH:42][CH2:41][CH2:40][N:39]2[CH2:44][CH2:45][CH2:46][C@@H:38]12.C(=O)([O-])[O-].[K+].[K+].[NH4+].[Cl-], predict the reaction product. The product is: [F:1][C:2]([F:36])([F:35])[C:3]1[CH:4]=[C:5]([C:13]([CH3:34])([CH3:33])[C:14]([N:16]([C:18]2[CH:19]=[N:20][C:21]([N:42]3[CH2:43][CH2:37][C@@H:38]4[CH2:46][CH2:45][CH2:44][N:39]4[CH2:40][CH2:41]3)=[CH:22][C:23]=2[C:24]2[CH:29]=[CH:28][C:27]([F:30])=[CH:26][C:25]=2[CH3:31])[CH3:17])=[O:15])[CH:6]=[C:7]([C:9]([F:12])([F:11])[F:10])[CH:8]=1. (4) Given the reactants [S:1]1[C:5]2[CH:6]=[CH:7][CH:8]=[CH:9][C:4]=2[N:3]=[C:2]1[S:10][CH2:11][C:12]([OH:14])=O.[F:15][C:16]1[CH:24]=[C:23]2[C:19]([CH2:20][CH2:21][NH:22]2)=[CH:18][CH:17]=1, predict the reaction product. The product is: [S:1]1[C:5]2[CH:6]=[CH:7][CH:8]=[CH:9][C:4]=2[N:3]=[C:2]1[S:10][CH2:11][C:12]([N:22]1[C:23]2[C:19](=[CH:18][CH:17]=[C:16]([F:15])[CH:24]=2)[CH2:20][CH2:21]1)=[O:14]. (5) Given the reactants [F:1][C:2]1[CH:7]=[CH:6][C:5]([C:8]2[C:13]([N:14]3[CH2:19][CH2:18][CH:17]([C:20](O)=[O:21])[CH2:16][CH2:15]3)=[CH:12][N:11]=[CH:10][N:9]=2)=[CH:4][CH:3]=1.Cl.[F:24][CH:25]1[CH2:28][NH:27][CH2:26]1.CN(C(ON1N=NC2C=CC=NC1=2)=[N+](C)C)C.F[P-](F)(F)(F)(F)F.CCN(C(C)C)C(C)C, predict the reaction product. The product is: [F:24][CH:25]1[CH2:28][N:27]([C:20]([CH:17]2[CH2:18][CH2:19][N:14]([C:13]3[C:8]([C:5]4[CH:6]=[CH:7][C:2]([F:1])=[CH:3][CH:4]=4)=[N:9][CH:10]=[N:11][CH:12]=3)[CH2:15][CH2:16]2)=[O:21])[CH2:26]1. (6) Given the reactants O1CCCC1.Cl[C:7]1[CH:12]=[CH:11][CH:10]=[CH:9][C:8]=1[C:13]1[N:14]=[N:15][N:16]([C:18]([CH3:26])([C:20]2[CH:25]=[CH:24][CH:23]=[CH:22][CH:21]=2)[CH3:19])[N:17]=1.[O:27]1[CH2:32][CH2:31][CH2:30][O:29][CH:28]1[C:33]1[CH:38]=[CH:37][C:36]([Mg]Br)=[CH:35][CH:34]=1, predict the reaction product. The product is: [O:27]1[CH2:32][CH2:31][CH2:30][O:29][CH:28]1[C:33]1[CH:34]=[CH:35][C:36]([C:7]2[CH:12]=[CH:11][CH:10]=[CH:9][C:8]=2[C:13]2[N:14]=[N:15][N:16]([C:18]([CH3:26])([C:20]3[CH:25]=[CH:24][CH:23]=[CH:22][CH:21]=3)[CH3:19])[N:17]=2)=[CH:37][CH:38]=1. (7) Given the reactants [NH:1]1[C:9]2[C:4](=[CH:5][C:6]([C:10]([OH:12])=O)=[CH:7][CH:8]=2)[CH:3]=[CH:2]1.[CH3:13][CH:14]([NH2:16])[CH3:15], predict the reaction product. The product is: [CH:14]([NH:16][C:10]([C:6]1[CH:5]=[C:4]2[C:9](=[CH:8][CH:7]=1)[NH:1][CH:2]=[CH:3]2)=[O:12])([CH3:15])[CH3:13].